Dataset: Catalyst prediction with 721,799 reactions and 888 catalyst types from USPTO. Task: Predict which catalyst facilitates the given reaction. (1) Reactant: [CH3:1][C:2]1([CH3:15])[C:11]2[CH:6]([CH2:7][C:8]([CH3:12])=[CH:9][CH:10]=2)[C:5]([CH3:14])([CH3:13])[CH2:4][CH2:3]1.[Br:16]N1C(=O)CCC1=O. Product: [Br:16][CH2:12][C:8]1[CH:7]=[C:6]2[C:11](=[CH:10][CH:9]=1)[C:2]([CH3:15])([CH3:1])[CH2:3][CH2:4][C:5]2([CH3:14])[CH3:13]. The catalyst class is: 340. (2) Reactant: C([O:4][CH2:5][C:6]1[N:7]=[C:8]2[CH:17]=[CH:16][CH:15]=[CH:14][N:9]2[C:10](=[O:13])[C:11]=1[Br:12])(=O)C.Cl.O1CCOCC1.[OH-].[NH4+]. Product: [Br:12][C:11]1[C:10](=[O:13])[N:9]2[CH:14]=[CH:15][CH:16]=[CH:17][C:8]2=[N:7][C:6]=1[CH2:5][OH:4]. The catalyst class is: 6. (3) Reactant: O[CH2:2][CH:3]([C:13]1[C:18]([OH:19])=[C:17]([CH3:20])[C:16]([CH3:21])=[CH:15][CH:14]=1)[C:4]1[CH:9]=[CH:8][C:7]([CH:10]([CH3:12])[CH3:11])=[CH:6][CH:5]=1. Product: [CH:10]([C:7]1[CH:8]=[CH:9][C:4]([CH:3]2[C:13]3[CH:14]=[CH:15][C:16]([CH3:21])=[C:17]([CH3:20])[C:18]=3[O:19][CH2:2]2)=[CH:5][CH:6]=1)([CH3:12])[CH3:11]. The catalyst class is: 5. (4) Reactant: F[C:2]1[CH:3]=[CH:4][C:5]([N+:11]([O-:13])=[O:12])=[C:6]([CH:10]=1)C(O)=O.[C:14](=[O:17])([O-])[O-:15].[Cs+].[Cs+].[CH3:20][CH:21]([SH:23])[CH3:22].Cl. Product: [CH:21]([S:23][C:2]1[CH:10]=[CH:6][C:5]([N+:11]([O-:13])=[O:12])=[CH:4][C:3]=1[C:14]([OH:15])=[O:17])([CH3:22])[CH3:20]. The catalyst class is: 80. (5) Reactant: [CH2:1]([N:8](C)[C:9]1[C:10]([N+:15]([O-])=O)=[N:11][CH:12]=[CH:13][CH:14]=1)C1C=CC=CC=1. Product: [CH3:1][NH:8][C:9]1[C:10]([NH2:15])=[N:11][CH:12]=[CH:13][CH:14]=1. The catalyst class is: 50. (6) Reactant: [OH:1][C:2]1[CH:9]=[CH:8][C:5]([CH:6]=O)=[CH:4][CH:3]=1.[NH:10]1[CH2:15][CH2:14][O:13][CH2:12][CH2:11]1.C([NH+](CC)CC)C.[CH2:23](O)[C:24]#[CH:25].C1C=CC(P(C2C=CC=CC=2)C2C=CC=CC=2)=CC=1.N(C(OCC)=O)=NC(OCC)=O.N. Product: [CH2:25]([O:1][C:2]1[CH:9]=[CH:8][C:5]([CH2:6][N:10]2[CH2:15][CH2:14][O:13][CH2:12][CH2:11]2)=[CH:4][CH:3]=1)[C:24]#[CH:23]. The catalyst class is: 5. (7) Reactant: CS([C:5]1[N:10]=[C:9]([C:11]2[N:15]3[CH:16]=[CH:17][CH:18]=[CH:19][C:14]3=[N:13][C:12]=2[C:20]2[CH:25]=[CH:24][CH:23]=[C:22]([CH3:26])[N:21]=2)[CH:8]=[CH:7][N:6]=1)(=O)=O.[CH3:27][NH2:28].C1COCC1. Product: [CH3:27][NH:28][C:5]1[N:10]=[C:9]([C:11]2[N:15]3[CH:16]=[CH:17][CH:18]=[CH:19][C:14]3=[N:13][C:12]=2[C:20]2[CH:25]=[CH:24][CH:23]=[C:22]([CH3:26])[N:21]=2)[CH:8]=[CH:7][N:6]=1. The catalyst class is: 23. (8) Reactant: [CH:1]1([CH2:7][C@H:8]([N:12]2[CH2:16][C:15]([O:17][C:18]3[C:27]4[O:26][CH2:25][CH2:24][O:23][C:22]=4[CH:21]=[CH:20][CH:19]=3)=[CH:14][C:13]2=[O:28])[C:9](O)=[O:10])[CH2:6][CH2:5][CH2:4][CH2:3][CH2:2]1.CN(C)CCCN=C=NCC.ON1C2C=CC=CC=2N=N1.[NH2:50][C:51]1[CH:55]=[CH:54][N:53]([CH2:56][C:57]([CH3:60])([OH:59])[CH3:58])[N:52]=1. Product: [CH:1]1([CH2:7][C@H:8]([N:12]2[CH2:16][C:15]([O:17][C:18]3[C:27]4[O:26][CH2:25][CH2:24][O:23][C:22]=4[CH:21]=[CH:20][CH:19]=3)=[CH:14][C:13]2=[O:28])[C:9]([NH:50][C:51]2[CH:55]=[CH:54][N:53]([CH2:56][C:57]([OH:59])([CH3:58])[CH3:60])[N:52]=2)=[O:10])[CH2:2][CH2:3][CH2:4][CH2:5][CH2:6]1. The catalyst class is: 4.